Dataset: Forward reaction prediction with 1.9M reactions from USPTO patents (1976-2016). Task: Predict the product of the given reaction. Given the reactants [Cl:1][C:2]1[CH:7]=[CH:6][CH:5]=[CH:4][C:3]=1[S:8]([NH:11][CH2:12][C:13]1[O:14][CH:15]=[C:16]([OH:20])[C:17](=[O:19])[CH:18]=1)(=[O:10])=[O:9].[OH:21][C:22]1C(=O)C=C(CNS(C2C=CC=CC=2)(=O)=O)OC=1CO, predict the reaction product. The product is: [Cl:1][C:2]1[CH:7]=[CH:6][CH:5]=[CH:4][C:3]=1[S:8]([NH:11][CH2:12][C:13]1[O:14][C:15]([CH2:22][OH:21])=[C:16]([OH:20])[C:17](=[O:19])[CH:18]=1)(=[O:9])=[O:10].